Dataset: Forward reaction prediction with 1.9M reactions from USPTO patents (1976-2016). Task: Predict the product of the given reaction. Given the reactants O.[NH2:2][NH2:3].[F:4][C:5]([F:16])([F:15])[C:6]1[CH:7]=[C:8]([CH:12]=[CH:13][CH:14]=1)[C:9](Cl)=[O:10], predict the reaction product. The product is: [F:4][C:5]([F:16])([F:15])[C:6]1[CH:7]=[C:8]([CH:12]=[CH:13][CH:14]=1)[C:9]([NH:2][NH2:3])=[O:10].